The task is: Predict the reactants needed to synthesize the given product.. This data is from Retrosynthesis with 50K atom-mapped reactions and 10 reaction types from USPTO. The reactants are: C=CCBr.COC(=O)c1c(C)cccc1CO[C@@H]1CCC[C@H](O)C1. Given the product C=CCO[C@H]1CCC[C@@H](OCc2cccc(C)c2C(=O)OC)C1, predict the reactants needed to synthesize it.